This data is from Full USPTO retrosynthesis dataset with 1.9M reactions from patents (1976-2016). The task is: Predict the reactants needed to synthesize the given product. (1) Given the product [CH2:17]([O:24][C:25]1[CH:30]=[C:29]([C:2]2[C:10]3[C:5](=[CH:6][CH:7]=[CH:8][CH:9]=3)[N:4]([CH2:11][C:12]3[O:13][CH:14]=[N:15][N:16]=3)[N:3]=2)[CH:28]=[CH:27][CH:26]=1)[C:18]1[CH:23]=[CH:22][CH:21]=[CH:20][CH:19]=1, predict the reactants needed to synthesize it. The reactants are: I[C:2]1[C:10]2[C:5](=[CH:6][CH:7]=[CH:8][CH:9]=2)[N:4]([CH2:11][C:12]2[O:13][CH:14]=[N:15][N:16]=2)[N:3]=1.[CH2:17]([O:24][C:25]1[CH:26]=[C:27](B(O)O)[CH:28]=[CH:29][CH:30]=1)[C:18]1[CH:23]=[CH:22][CH:21]=[CH:20][CH:19]=1.O1CCOCC1.C(=O)([O-])[O-].[Na+].[Na+]. (2) The reactants are: [Si:1]([O:8][C@@H:9]1[C@@H:14](CP(=O)(OC)OC)[O:13][C@@H:12]([C:22]([F:25])([F:24])[F:23])[C@H:11]2[O:26][C:27]([CH3:30])([CH3:29])[O:28][C@@H:10]12)([C:4]([CH3:7])([CH3:6])[CH3:5])([CH3:3])[CH3:2].[Si]([O:38][C@@H]1[C@H](CP(=O)(OC)OC)O[C@@H](C(F)(F)F)[C@H]2OC(C)(C)O[C@@H]12)(C(C)(C)C)(C)C. Given the product [Si:1]([O:8][C@@H:9]1[CH:14]([OH:38])[O:13][C@@H:12]([C:22]([F:25])([F:24])[F:23])[C@H:11]2[O:26][C:27]([CH3:29])([CH3:30])[O:28][C@@H:10]12)([C:4]([CH3:5])([CH3:7])[CH3:6])([CH3:3])[CH3:2], predict the reactants needed to synthesize it. (3) Given the product [CH2:32]([O:31][CH2:30][C@H:18]([NH:17][C:16]([C@@H:8]([NH:7][C:6](=[O:40])[C:53]1[CH:54]=[CH:49][CH:50]=[C:51]([O:55][CH3:56])[CH:52]=1)[CH2:9][CH:10]1[CH2:11][CH2:12][CH2:13][CH2:14][CH2:15]1)=[O:39])[CH2:19][N:20]1[C:28]2[C:23](=[CH:24][C:25]([F:29])=[CH:26][CH:27]=2)[CH2:22][CH2:21]1)[C:43]1[CH:42]=[CH:71][CH:70]=[CH:69][CH:68]=1, predict the reactants needed to synthesize it. The reactants are: C(O[C:6](=[O:40])[NH:7][C@H:8]([C:16](=[O:39])[NH:17][C@@H:18]([CH2:30][O:31][CH2:32]C1C=CC=CC=1)[CH2:19][N:20]1[C:28]2[C:23](=[CH:24][C:25]([F:29])=[CH:26][CH:27]=2)[CH2:22][CH2:21]1)[CH2:9][CH:10]1[CH2:15][CH2:14][CH2:13][CH2:12][CH2:11]1)(C)(C)C.F[C:42](F)(F)[C:43](O)=O.C(O)(=O)[C:49]1[CH:54]=[CH:53][CH:52]=[C:51]([O:55][CH3:56])[CH:50]=1.CN(C(ON1N=N[C:69]2[CH:70]=[CH:71]C=N[C:68]1=2)=[N+](C)C)C.F[P-](F)(F)(F)(F)F.C(N(C(C)C)CC)(C)C. (4) Given the product [CH:1]1([C:4]2[N:5]=[CH:6][C:7]([O:10][C@H:11]3[CH2:19][N:14]4[CH2:15][CH2:16][N:17]([S:36]([C:32]5[CH:31]=[C:30]([C:27](=[O:29])[CH3:28])[CH:35]=[CH:34][CH:33]=5)(=[O:38])=[O:37])[CH2:18][C@@H:13]4[CH2:12]3)=[N:8][CH:9]=2)[CH2:3][CH2:2]1, predict the reactants needed to synthesize it. The reactants are: [CH:1]1([C:4]2[N:5]=[CH:6][C:7]([O:10][C@H:11]3[CH2:19][N:14]4[CH2:15][CH2:16][NH:17][CH2:18][C@@H:13]4[CH2:12]3)=[N:8][CH:9]=2)[CH2:3][CH2:2]1.C(N(CC)CC)C.[C:27]([C:30]1[CH:31]=[C:32]([S:36](Cl)(=[O:38])=[O:37])[CH:33]=[CH:34][CH:35]=1)(=[O:29])[CH3:28]. (5) Given the product [CH3:27][N:28]([CH3:29])[C:2]1[CH:3]=[N:4][CH:5]=[C:6]([C:8]2[C:17]3[CH2:16][CH2:15][CH2:14][CH2:13][C:12]=3[N:11]=[C:10]([O:18][CH2:19][C:20]3[CH:25]=[CH:24][CH:23]=[CH:22][N:21]=3)[CH:9]=2)[N:7]=1, predict the reactants needed to synthesize it. The reactants are: Cl[C:2]1[N:7]=[C:6]([C:8]2[C:17]3[CH2:16][CH2:15][CH2:14][CH2:13][C:12]=3[N:11]=[C:10]([O:18][CH2:19][C:20]3[CH:25]=[CH:24][CH:23]=[CH:22][N:21]=3)[CH:9]=2)[CH:5]=[N:4][CH:3]=1.Cl.[CH3:27][NH:28][CH3:29].C(=O)([O-])[O-].[Cs+].[Cs+].CN(C=O)C.